Dataset: Forward reaction prediction with 1.9M reactions from USPTO patents (1976-2016). Task: Predict the product of the given reaction. (1) Given the reactants [C:1]([O:5][C:6]([C:8]1[CH:16]=[CH:15][C:11](C(O)=O)=[CH:10][N:9]=1)=[O:7])([CH3:4])([CH3:3])[CH3:2].C([N:19]([CH2:22]C)CC)C.C1(P(N=[N+]=[N-])(C2C=CC=CC=2)=[O:31])C=CC=CC=1.Cl.[C:42]([OH:46])([CH3:45])([CH3:44])[CH3:43], predict the reaction product. The product is: [C:42]([O:46][C:22]([NH:19][C:11]1[CH:15]=[CH:16][C:8]([C:6]([O:5][C:1]([CH3:2])([CH3:3])[CH3:4])=[O:7])=[N:9][CH:10]=1)=[O:31])([CH3:45])([CH3:44])[CH3:43]. (2) The product is: [Cl:1][C:2]1[CH:7]=[CH:6][CH:5]=[CH:4][C:3]=1[CH:9]([OH:20])[C:10]([NH:12][C:13]1[CH:14]=[CH:15][C:16]([Cl:19])=[CH:17][CH:18]=1)=[O:11]. Given the reactants [Cl:1][C:2]1[CH:7]=[C:6](F)[CH:5]=[CH:4][C:3]=1[CH:9]([OH:20])[C:10]([NH:12][C:13]1[CH:18]=[CH:17][C:16]([Cl:19])=[CH:15][CH:14]=1)=[O:11].ClC1C=C(F)C=CC=1C(O)C(O)=O, predict the reaction product. (3) Given the reactants Cl.Cl[CH2:3][C:4]([N:6]1[C:14]2[C:9](=[N:10][CH:11]=[C:12]([CH2:15][C:16]3[CH:21]=[CH:20][C:19]([F:22])=[CH:18][CH:17]=3)[CH:13]=2)[C:8]([CH3:24])([CH3:23])[CH2:7]1)=[O:5].[C:25]([O:29][C:30]([N:32]1[CH2:37][C@H:36]([CH2:38][N:39]2[CH2:43][C:42]([CH3:45])([CH3:44])[CH2:41][C:40]2=[O:46])[NH:35][CH2:34][C@H:33]1[CH3:47])=[O:31])([CH3:28])([CH3:27])[CH3:26].C(=O)([O-])[O-].[K+].[K+].[I-].[K+], predict the reaction product. The product is: [C:25]([O:29][C:30]([N:32]1[CH2:37][C@H:36]([CH2:38][N:39]2[CH2:43][C:42]([CH3:45])([CH3:44])[CH2:41][C:40]2=[O:46])[N:35]([CH2:3][C:4]([N:6]2[C:14]3[C:9](=[N:10][CH:11]=[C:12]([CH2:15][C:16]4[CH:21]=[CH:20][C:19]([F:22])=[CH:18][CH:17]=4)[CH:13]=3)[C:8]([CH3:24])([CH3:23])[CH2:7]2)=[O:5])[CH2:34][C@H:33]1[CH3:47])=[O:31])([CH3:28])([CH3:26])[CH3:27]. (4) The product is: [CH2:18]([C:13]1[C:12]([CH2:11][O:10][C:7]2[CH:8]=[CH:9][C:4]([C:3]([OH:22])=[O:2])=[CH:5][N:6]=2)=[C:16]([CH3:17])[O:15][N:14]=1)[CH2:19][CH2:20][CH3:21]. Given the reactants C[O:2][C:3](=[O:22])[C:4]1[CH:9]=[CH:8][C:7]([O:10][CH2:11][C:12]2[C:13]([CH2:18][CH2:19][CH2:20][CH3:21])=[N:14][O:15][C:16]=2[CH3:17])=[N:6][CH:5]=1.O.[OH-].[Li+].Cl, predict the reaction product. (5) Given the reactants C[O:2][CH:3]=[CH:4][C@H:5]([N:7]1[C:12](=[O:13])[C:11]([C:14]2[N:18]([C:19]3[CH:26]=[CH:25][C:22]([C:23]#[N:24])=[CH:21][CH:20]=3)[N:17]=[CH:16][CH:15]=2)=[C:10]([CH3:27])[N:9]([C:28]2[CH:33]=[CH:32][CH:31]=[C:30]([C:34]([F:37])([F:36])[F:35])[CH:29]=2)[C:8]1=[O:38])[CH3:6].Cl.O.C(OCC)(=O)C, predict the reaction product. The product is: [CH3:27][C:10]1[N:9]([C:28]2[CH:33]=[CH:32][CH:31]=[C:30]([C:34]([F:37])([F:36])[F:35])[CH:29]=2)[C:8](=[O:38])[N:7]([C@@H:5]([CH2:4][CH:3]=[O:2])[CH3:6])[C:12](=[O:13])[C:11]=1[C:14]1[N:18]([C:19]2[CH:20]=[CH:21][C:22]([C:23]#[N:24])=[CH:25][CH:26]=2)[N:17]=[CH:16][CH:15]=1.